The task is: Predict the reaction yield, written as a fraction of the theoretical maximum amount of product (1.0 means a 100% yield; for example, 0.34 means a 34% yield).. This data is from Reaction yield outcomes from USPTO patents with 853,638 reactions. (1) The reactants are [CH2:1]([C:4]1[C:9]([Br:10])=[CH:8][C:7]([CH2:11][C:12]2[CH:17]=[CH:16][C:15]([O:18][CH3:19])=[CH:14][CH:13]=2)=[C:6]([Cl:20])[C:5]=1[OH:21])[CH:2]=[CH2:3].[Si:22](Cl)([C:25]([CH3:28])([CH3:27])[CH3:26])([CH3:24])[CH3:23].N1C=CN=C1. The catalyst is CN(C=O)C.CN(C1C=CN=CC=1)C. The product is [CH2:1]([C:4]1[C:9]([Br:10])=[CH:8][C:7]([CH2:11][C:12]2[CH:17]=[CH:16][C:15]([O:18][CH3:19])=[CH:14][CH:13]=2)=[C:6]([Cl:20])[C:5]=1[O:21][Si:22]([C:25]([CH3:28])([CH3:27])[CH3:26])([CH3:24])[CH3:23])[CH:2]=[CH2:3]. The yield is 0.860. (2) The product is [CH3:17][C:18]1[N:19]=[C:20]([CH2:23][CH2:24][CH3:25])[N:21]([C:2]2[S:6][CH:5]=[N:4][C:3]=2[NH:7][C:8](=[O:10])[CH3:9])[CH:22]=1. The reactants are Br[C:2]1[S:6][CH:5]=[N:4][C:3]=1[NH:7][C:8](=[O:10])[CH3:9].C(=O)([O-])[O-].[K+].[K+].[CH3:17][C:18]1[N:19]=[C:20]([CH2:23][CH2:24][CH3:25])[NH:21][CH:22]=1. The yield is 0.100. The catalyst is O1CCOCC1. (3) The reactants are [Cl:1][C:2]1[N:3]=[CH:4][CH:5]=[C:6]2[C:10]([CH3:11])=[C:9]([CH3:12])[N:8]([CH2:13][C:14]3[CH:19]=[CH:18][CH:17]=[C:16]([F:20])[CH:15]=3)[C:7]=12.[F:21][C:22]1[CH:29]=[CH:28][C:25]([CH2:26][NH2:27])=[CH:24][CH:23]=1. No catalyst specified. The product is [ClH:1].[F:20][C:16]1[CH:15]=[C:14]([CH:19]=[CH:18][CH:17]=1)[CH2:13][N:8]1[C:7]2=[C:2]([NH:27][CH2:26][C:25]3[CH:28]=[CH:29][C:22]([F:21])=[CH:23][CH:24]=3)[N:3]=[CH:4][CH:5]=[C:6]2[C:10]([CH3:11])=[C:9]1[CH3:12]. The yield is 0.700.